From a dataset of Forward reaction prediction with 1.9M reactions from USPTO patents (1976-2016). Predict the product of the given reaction. (1) Given the reactants Br[CH2:2][C:3]1[C:8]([CH2:9][CH3:10])=[CH:7][N:6]=[CH:5][C:4]=1[CH2:11][CH3:12].[CH3:13][C:14]1[N:19]=[C:18]([SH:20])[N:17]=[C:16]([OH:21])[CH:15]=1.C(N(CC)CC)C.CCOCC, predict the reaction product. The product is: [CH2:11]([C:4]1[CH:5]=[N:6][CH:7]=[C:8]([CH2:9][CH3:10])[C:3]=1[CH2:2][S:20][C:18]1[N:17]=[C:16]([OH:21])[CH:15]=[C:14]([CH3:13])[N:19]=1)[CH3:12]. (2) Given the reactants [CH3:1][C:2]1([CH3:13])[O:9][C@@H:8]2[C@@H:4]([C@@H:5]([OH:12])[C@@H:6]([CH2:10][OH:11])[O:7]2)[O:3]1.[C:14](Cl)(=[O:21])[C:15]1[CH:20]=[CH:19][CH:18]=[CH:17][CH:16]=1, predict the reaction product. The product is: [OH:12][CH:5]1[CH:4]2[CH:8]([O:9][C:2]([CH3:13])([CH3:1])[O:3]2)[O:7][CH:6]1[CH2:10][O:11][C:14](=[O:21])[C:15]1[CH:20]=[CH:19][CH:18]=[CH:17][CH:16]=1. (3) Given the reactants [NH2:1][C:2]1[N:3]=[C:4]([NH:17][CH:18]2[CH2:23][CH2:22][N:21]([S:24]([C:27]3[CH:34]=[CH:33][C:30]([C:31]#[N:32])=[CH:29][CH:28]=3)(=[O:26])=[O:25])[CH2:20][CH2:19]2)[S:5][C:6]=1[C:7](=[O:16])[C:8]1[C:13]([F:14])=[CH:12][CH:11]=[CH:10][C:9]=1[F:15].N[CH2:36][CH2:37][OH:38], predict the reaction product. The product is: [NH2:1][C:2]1[N:3]=[C:4]([NH:17][CH:18]2[CH2:19][CH2:20][N:21]([S:24]([C:27]3[CH:28]=[CH:29][C:30]([C:31]4[O:38][CH2:37][CH2:36][N:32]=4)=[CH:33][CH:34]=3)(=[O:25])=[O:26])[CH2:22][CH2:23]2)[S:5][C:6]=1[C:7]([C:8]1[C:9]([F:15])=[CH:10][CH:11]=[CH:12][C:13]=1[F:14])=[O:16]. (4) The product is: [N:1]1([CH2:13][C:14]2[CH:19]=[CH:18][C:17]([CH2:20][C:21]#[N:22])=[CH:16][CH:15]=2)[CH2:5][CH2:4][CH2:3][CH2:2]1. Given the reactants [NH:1]1[CH2:5][CH2:4][CH2:3][CH2:2]1.C(=O)([O-])[O-].[K+].[K+].Br[CH2:13][C:14]1[CH:19]=[CH:18][C:17]([CH2:20][C:21]#[N:22])=[CH:16][CH:15]=1, predict the reaction product.